Dataset: Forward reaction prediction with 1.9M reactions from USPTO patents (1976-2016). Task: Predict the product of the given reaction. Given the reactants [N+:1]([C:4]1[S:5][CH:6]=[C:7]2[C:11](=[O:12])[N:10]([CH:13]3[CH2:18][CH2:17][C:16](=[O:19])[NH:15][C:14]3=[O:20])[C:9](=[O:21])[C:8]=12)([O-])=O.[O-]S(S([O-])=O)=O.[Na+].[Na+], predict the reaction product. The product is: [NH2:1][C:4]1[S:5][CH:6]=[C:7]2[C:11](=[O:12])[N:10]([CH:13]3[CH2:18][CH2:17][C:16](=[O:19])[NH:15][C:14]3=[O:20])[C:9](=[O:21])[C:8]=12.